This data is from Full USPTO retrosynthesis dataset with 1.9M reactions from patents (1976-2016). The task is: Predict the reactants needed to synthesize the given product. Given the product [CH2:1]([C:3]1[S:7][C:6]([C:8]([OH:10])=[O:9])=[CH:5][C:4]=1[C:12]1[N:16]([CH3:17])[N:15]=[CH:14][C:13]=1[CH2:18][CH3:19])[CH3:2], predict the reactants needed to synthesize it. The reactants are: [CH2:1]([C:3]1[S:7][C:6]([C:8]([O:10]C)=[O:9])=[CH:5][C:4]=1[C:12]1[N:16]([CH3:17])[N:15]=[CH:14][C:13]=1[CH2:18][CH3:19])[CH3:2].[OH-].[Na+].